This data is from Catalyst prediction with 721,799 reactions and 888 catalyst types from USPTO. The task is: Predict which catalyst facilitates the given reaction. (1) Reactant: Br[C:2]1[CH:3]=[C:4]([NH:9][C:10](=[O:15])[C:11]([CH3:14])([CH3:13])[CH3:12])[CH:5]=[CH:6][C:7]=1[F:8].[Li]CCCC.[N:21]1[C:30]2[C:25](=[CH:26][C:27]([CH:31]=[O:32])=[CH:28][CH:29]=2)[N:24]=[CH:23][CH:22]=1. Product: [F:8][C:7]1[CH:6]=[CH:5][C:4]([NH:9][C:10](=[O:15])[C:11]([CH3:14])([CH3:13])[CH3:12])=[CH:3][C:2]=1[CH:31]([OH:32])[C:27]1[CH:26]=[C:25]2[C:30](=[CH:29][CH:28]=1)[N:21]=[CH:22][CH:23]=[N:24]2. The catalyst class is: 1. (2) Product: [OH:1][CH:2]([CH2:6][CH2:7][CH2:8][CH2:9][CH2:10][CH2:11][CH2:12][CH2:13][CH2:14][CH2:15][CH2:16][CH2:17][CH2:18][CH3:19])[C:3]([O:5][CH2:20][CH2:21][OH:22])=[O:4]. Reactant: [OH:1][CH:2]([CH2:6][CH2:7][CH2:8][CH2:9][CH2:10][CH2:11][CH2:12][CH2:13][CH2:14][CH2:15][CH2:16][CH2:17][CH2:18][CH3:19])[C:3]([OH:5])=[O:4].[CH2:20](O)[CH2:21][OH:22].C1(C)C=CC(S(O)(=O)=O)=CC=1. The catalyst class is: 11.